This data is from Full USPTO retrosynthesis dataset with 1.9M reactions from patents (1976-2016). The task is: Predict the reactants needed to synthesize the given product. (1) Given the product [CH3:27][O:28][C:29](=[O:41])[C:30]([O:33][C:34]1[CH:39]=[CH:38][N:37]=[C:36]([N:13]2[CH2:12][CH2:11][C:8]3([N:7]([CH2:16][CH2:17][C:18]4[CH:23]=[CH:22][C:21]([O:24][CH3:25])=[CH:20][CH:19]=4)[C:6](=[O:26])[N:5]([CH2:1][CH:2]([CH3:3])[CH3:4])[C:9]3=[O:10])[CH2:15][CH2:14]2)[N:35]=1)([CH3:32])[CH3:31], predict the reactants needed to synthesize it. The reactants are: [CH2:1]([N:5]1[C:9](=[O:10])[C:8]2([CH2:15][CH2:14][NH:13][CH2:12][CH2:11]2)[N:7]([CH2:16][CH2:17][C:18]2[CH:23]=[CH:22][C:21]([O:24][CH3:25])=[CH:20][CH:19]=2)[C:6]1=[O:26])[CH:2]([CH3:4])[CH3:3].[CH3:27][O:28][C:29](=[O:41])[C:30]([O:33][C:34]1[CH:39]=[CH:38][N:37]=[C:36](Cl)[N:35]=1)([CH3:32])[CH3:31].C(N(C(C)C)CC)(C)C. (2) Given the product [Si:3]([O:10][C:11]1[CH:16]=[C:15]([O:17][Si:18]([C:21]([CH3:22])([CH3:23])[CH3:24])([CH3:20])[CH3:19])[CH:14]=[CH:13][C:12]=1[C@@H:25]1[CH2:26][CH2:27][C@H:28]([OH:31])[CH2:29][CH2:30]1)([C:6]([CH3:7])([CH3:8])[CH3:9])([CH3:5])[CH3:4], predict the reactants needed to synthesize it. The reactants are: [BH4-].[Na+].[Si:3]([O:10][C:11]1[CH:16]=[C:15]([O:17][Si:18]([C:21]([CH3:24])([CH3:23])[CH3:22])([CH3:20])[CH3:19])[CH:14]=[CH:13][C:12]=1[CH:25]1[CH2:30][CH2:29][C:28](=[O:31])[CH2:27][CH2:26]1)([C:6]([CH3:9])([CH3:8])[CH3:7])([CH3:5])[CH3:4]. (3) Given the product [Br:9][C:10]1[CH:17]=[CH:16][CH:15]=[CH:14][C:11]=1[CH2:12][C:19]([CH3:21])([CH3:20])[CH:18]=[O:22], predict the reactants needed to synthesize it. The reactants are: [OH-].[Na+].C1C=CC=CC=1.[Br:9][C:10]1[CH:17]=[CH:16][CH:15]=[CH:14][C:11]=1[CH2:12]Br.[CH:18](=[O:22])[CH:19]([CH3:21])[CH3:20]. (4) Given the product [C:12]([C:9]1[CH:10]=[C:11]2[C:6](=[CH:7][C:8]=1[O:14][CH2:15][CH2:16][O:17][CH3:18])[N:5]=[CH:4][CH:3]=[C:2]2[O:29][C:22]1[CH:23]=[CH:24][C:25]([N+:26]([O-:28])=[O:27])=[C:20]([F:19])[CH:21]=1)#[N:13], predict the reactants needed to synthesize it. The reactants are: Cl[C:2]1[C:11]2[C:6](=[CH:7][C:8]([O:14][CH2:15][CH2:16][O:17][CH3:18])=[C:9]([C:12]#[N:13])[CH:10]=2)[N:5]=[CH:4][CH:3]=1.[F:19][C:20]1[CH:21]=[C:22]([OH:29])[CH:23]=[CH:24][C:25]=1[N+:26]([O-:28])=[O:27]. (5) The reactants are: [NH:1]1[CH:5]=[CH:4][C:3]([C:6]2[CH:11]=[CH:10][CH:9]=[CH:8][N:7]=2)=[N:2]1.[I:12]N1C(=O)CCC1=O. Given the product [I:12][C:4]1[C:3]([C:6]2[CH:11]=[CH:10][CH:9]=[CH:8][N:7]=2)=[N:2][NH:1][CH:5]=1, predict the reactants needed to synthesize it. (6) Given the product [CH2:1]([O:8][C:9]([NH:11][C@H:12]([C:13]([O:15][CH3:16])=[O:14])[CH2:17][C:18]1[CH:23]=[CH:22][C:21]([B:24]([OH:28])[OH:25])=[C:20]([CH3:33])[CH:19]=1)=[O:10])[C:2]1[CH:7]=[CH:6][CH:5]=[CH:4][CH:3]=1, predict the reactants needed to synthesize it. The reactants are: [CH2:1]([O:8][C:9]([NH:11][C@@H:12]([CH2:17][C:18]1[CH:23]=[CH:22][C:21]([B:24]2[O:28]C(C)(C)C(C)(C)[O:25]2)=[C:20]([CH3:33])[CH:19]=1)[C:13]([O:15][CH3:16])=[O:14])=[O:10])[C:2]1[CH:7]=[CH:6][CH:5]=[CH:4][CH:3]=1.I([O-])(=O)(=O)=O.[Na+].O1CCCC1.C([O-])(=O)C.[NH4+]. (7) Given the product [C:1]([O:5][C:6](=[O:22])[NH:7][C:8]1[CH:13]=[C:12]([NH:27][CH2:23][CH:24]([CH3:26])[CH3:25])[C:11]([C:15]([F:18])([F:17])[F:16])=[CH:10][C:9]=1[N+:19]([O-:21])=[O:20])([CH3:4])([CH3:3])[CH3:2], predict the reactants needed to synthesize it. The reactants are: [C:1]([O:5][C:6](=[O:22])[NH:7][C:8]1[CH:13]=[C:12](Cl)[C:11]([C:15]([F:18])([F:17])[F:16])=[CH:10][C:9]=1[N+:19]([O-:21])=[O:20])([CH3:4])([CH3:3])[CH3:2].[CH2:23]([NH2:27])[CH:24]([CH3:26])[CH3:25]. (8) The reactants are: [N:1]1[O:2][N:3]=[C:4]2[CH:9]=[C:8]([C:10]3[CH:11]=[C:12]([CH:22]([CH2:28][CH:29]([CH3:31])[CH3:30])[C:23]([O:25]CC)=[O:24])[CH:13]=[C:14]([Cl:21])[C:15]=3[O:16][CH2:17][CH:18]3[CH2:20][CH2:19]3)[CH:7]=[CH:6][C:5]=12.CO.O.O[Li].O. Given the product [N:1]1[O:2][N:3]=[C:4]2[CH:9]=[C:8]([C:10]3[CH:11]=[C:12]([CH:22]([CH2:28][CH:29]([CH3:31])[CH3:30])[C:23]([OH:25])=[O:24])[CH:13]=[C:14]([Cl:21])[C:15]=3[O:16][CH2:17][CH:18]3[CH2:20][CH2:19]3)[CH:7]=[CH:6][C:5]=12, predict the reactants needed to synthesize it. (9) Given the product [ClH:26].[NH2:1][CH2:4][CH2:5][C:7]1[C:12]2[O:13][CH2:14][C:15](=[O:17])[NH:16][C:11]=2[C:10]([OH:18])=[CH:9][CH:8]=1, predict the reactants needed to synthesize it. The reactants are: [N:1]([CH2:4][C:5]([C:7]1[C:12]2[O:13][CH2:14][C:15](=[O:17])[NH:16][C:11]=2[C:10]([O:18]CC2C=CC=CC=2)=[CH:9][CH:8]=1)=O)=[N+]=[N-].[ClH:26].O.